This data is from Full USPTO retrosynthesis dataset with 1.9M reactions from patents (1976-2016). The task is: Predict the reactants needed to synthesize the given product. (1) Given the product [CH2:1]([O:2][C:3]1[CH:4]=[CH:5][C:6]([C:9]2[C:18](=[O:19])[C:17]3[C:12](=[CH:13][CH:14]=[N:15][C:16]=3[NH:20][C:21]3[CH:22]=[N:39][CH:38]=[CH:58][CH:59]=3)[N:11]([CH3:27])[CH:10]=2)=[CH:7][CH:8]=1)[CH3:56], predict the reactants needed to synthesize it. The reactants are: [CH3:1][O:2][C:3]1[CH:8]=[CH:7][C:6]([C:9]2[C:18](=[O:19])[C:17]3[C:12](=[CH:13][CH:14]=[N:15][C:16]=3[NH:20][C:21]3C=CC=C[CH:22]=3)[N:11]([CH2:27]C)[CH:10]=2)=[CH:5][CH:4]=1.COC1C=CC(C2C(=O)C3C(=CC=NC=3NC3C=CC=CC=3)[NH:39][CH:38]=2)=CC=1.I[CH3:56].I[CH2:58][CH3:59]. (2) Given the product [CH3:83][C:82]([CH3:85])([CH3:84])[CH2:81][NH:86][C:56]([C:26]1[CH:27]=[C:28]2[C:23](=[CH:24][CH:25]=1)[NH:22][N:21]=[C:20]2[C:15]1[CH:14]=[CH:13][C:12]2[C:17](=[CH:18][CH:19]=[C:10]([O:9][CH2:8][CH:4]3[CH2:5][CH2:6][CH2:7][N:3]3[CH2:1][CH3:2])[CH:11]=2)[CH:16]=1)=[O:55], predict the reactants needed to synthesize it. The reactants are: [CH2:1]([N:3]1[CH2:7][CH2:6][CH2:5][CH:4]1[CH2:8][O:9][C:10]1[CH:11]=[C:12]2[C:17](=[CH:18][CH:19]=1)[CH:16]=[C:15]([C:20]1[C:28]3[C:23](=[CH:24][CH:25]=[C:26](C#N)[CH:27]=3)[N:22](C3CCCCO3)[N:21]=1)[CH:14]=[CH:13]2)[CH3:2].[OH-].[K+].F[P-](F)(F)(F)(F)F.N1([O:55][C:56](N(C)C)=[N+](C)C)C2C=CC=CC=2N=N1.O.ON1C2C=CC=CC=2N=N1.C(N(CC)CC)C.[CH2:81]([NH2:86])[C:82]([CH3:85])([CH3:84])[CH3:83].